This data is from Forward reaction prediction with 1.9M reactions from USPTO patents (1976-2016). The task is: Predict the product of the given reaction. (1) The product is: [OH:8][C:5]1[CH:6]=[CH:7][C:2]([NH:1][CH2:10][C:12]2[CH:21]=[CH:20][C:15]([C:16]([O:18][CH3:19])=[O:17])=[C:14]([CH3:22])[CH:13]=2)=[C:3]([CH3:9])[CH:4]=1. Given the reactants [NH2:1][C:2]1[C:3]([CH3:9])=[CH:4][C:5]([OH:8])=[CH:6][CH:7]=1.[CH:10]([C:12]1[CH:21]=[CH:20][C:15]([C:16]([O:18][CH3:19])=[O:17])=[C:14]([CH3:22])[CH:13]=1)=O.C(O[BH-](OC(=O)C)OC(=O)C)(=O)C.[Na+], predict the reaction product. (2) Given the reactants [C:1]([C:5]1[N:10]=[C:9]([O:11][CH2:12][CH3:13])[C:8]([C:14]2[N:15]([C:35](Cl)=[O:36])[C:16]([C:28]3[CH:33]=[CH:32][C:31]([Cl:34])=[CH:30][CH:29]=3)([CH3:27])[C:17]([C:20]3[CH:25]=[CH:24][C:23]([Cl:26])=[CH:22][CH:21]=3)([CH3:19])[N:18]=2)=[CH:7][N:6]=1)([CH3:4])([CH3:3])[CH3:2].[OH:38][CH2:39][CH:40]1[CH2:45][CH2:44][CH2:43][N:42]([CH:46]2[CH2:51][CH2:50][NH:49][CH2:48][CH2:47]2)[CH2:41]1, predict the reaction product. The product is: [C:1]([C:5]1[N:10]=[C:9]([O:11][CH2:12][CH3:13])[C:8]([C:14]2[N:15]([C:35]([N:49]3[CH2:48][CH2:47][CH:46]([N:42]4[CH2:43][CH2:44][CH2:45][CH:40]([CH2:39][OH:38])[CH2:41]4)[CH2:51][CH2:50]3)=[O:36])[C:16]([C:28]3[CH:33]=[CH:32][C:31]([Cl:34])=[CH:30][CH:29]=3)([CH3:27])[C:17]([C:20]3[CH:25]=[CH:24][C:23]([Cl:26])=[CH:22][CH:21]=3)([CH3:19])[N:18]=2)=[CH:7][N:6]=1)([CH3:3])([CH3:4])[CH3:2]. (3) Given the reactants [C:1]([O:5][C:6]([NH:8][CH2:9][C@H:10]1[CH2:15][CH2:14][C@H:13]([C:16]([NH:18][C@H:19]([C:37](=[O:52])[NH:38][C:39]2[CH:51]=[CH:50][C:42]3[NH:43][C:44]([C:46]([F:49])([F:48])[F:47])=[N:45][C:41]=3[CH:40]=2)[CH2:20][C:21]2[CH:26]=[CH:25][C:24]([C:27]3[CH:32]=[CH:31][C:30]([C:33]([OH:35])=O)=[CH:29][C:28]=3[CH3:36])=[CH:23][CH:22]=2)=[O:17])[CH2:12][CH2:11]1)=[O:7])([CH3:4])([CH3:3])[CH3:2].[CH3:53][N:54]1[CH2:59][CH2:58][CH:57]([NH2:60])[CH2:56][CH2:55]1.C(N(CC)C(C)C)(C)C.C(P1(=O)OP(=O)(CCC)OP(=O)(CCC)[O:74]1)CC.CN(C)[CH:90]=[O:91], predict the reaction product. The product is: [F:47][C:46]([F:49])([F:48])[C:90]([OH:91])=[O:74].[CH3:36][C:28]1[CH:29]=[C:30]([C:33](=[O:35])[NH:60][CH:57]2[CH2:58][CH2:59][N:54]([CH3:53])[CH2:55][CH2:56]2)[CH:31]=[CH:32][C:27]=1[C:24]1[CH:23]=[CH:22][C:21]([CH2:20][C@H:19]([NH:18][C:16]([C@H:13]2[CH2:12][CH2:11][C@H:10]([CH2:9][NH:8][C:6](=[O:7])[O:5][C:1]([CH3:4])([CH3:3])[CH3:2])[CH2:15][CH2:14]2)=[O:17])[C:37](=[O:52])[NH:38][C:39]2[CH:40]=[CH:41][C:42]3[NH:43][C:44]([C:46]([F:49])([F:47])[F:48])=[N:45][C:50]=3[CH:51]=2)=[CH:26][CH:25]=1. (4) Given the reactants [F:1][C:2]1[CH:7]=[CH:6][C:5]([OH:8])=[CH:4][CH:3]=1.C(=O)([O-])[O-].[K+].[K+].F[C:16]1[CH:23]=[CH:22][C:19]([CH:20]=[O:21])=[CH:18][CH:17]=1, predict the reaction product. The product is: [F:1][C:2]1[CH:7]=[CH:6][C:5]([O:8][C:16]2[CH:23]=[CH:22][C:19]([CH:20]=[O:21])=[CH:18][CH:17]=2)=[CH:4][CH:3]=1. (5) Given the reactants [CH2:1]([O:8][C:9](=[O:18])[NH:10][C:11]1([C:14](=[NH:17])[NH:15][OH:16])[CH2:13][CH2:12]1)[C:2]1[CH:7]=[CH:6][CH:5]=[CH:4][CH:3]=1.CCN(CC)CC.[C:26](O[C:26]([C:28]([F:31])([F:30])[F:29])=O)([C:28]([F:31])([F:30])[F:29])=O.B(F)(F)F.CCOCC, predict the reaction product. The product is: [CH2:1]([O:8][C:9](=[O:18])[NH:10][C:11]1([C:14]2[N:17]=[C:26]([C:28]([F:31])([F:30])[F:29])[O:16][N:15]=2)[CH2:12][CH2:13]1)[C:2]1[CH:3]=[CH:4][CH:5]=[CH:6][CH:7]=1.